Dataset: Reaction yield outcomes from USPTO patents with 853,638 reactions. Task: Predict the reaction yield, written as a fraction of the theoretical maximum amount of product (1.0 means a 100% yield; for example, 0.34 means a 34% yield). (1) The reactants are Cl.[Cl:2][C:3]1[CH:8]=[CH:7][C:6]([CH:9]2[N:13]([C:14]3[CH:19]=[CH:18][C:17]([Cl:20])=[CH:16][C:15]=3[Cl:21])[N:12]=[C:11]([C:22]([NH:24][N:25]3[CH2:30][CH2:29][CH2:28][CH2:27][CH2:26]3)=[O:23])[CH2:10]2)=[CH:5][CH:4]=1. The catalyst is C(OCC)(=O)C. The product is [ClH:2].[Cl:2][C:3]1[CH:8]=[CH:7][C:6]([CH:9]2[N:13]([C:14]3[CH:19]=[CH:18][C:17]([Cl:20])=[CH:16][C:15]=3[Cl:21])[N:12]=[C:11]([C:22]([NH:24][N:25]3[CH2:26][CH2:27][CH2:28][CH2:29][CH2:30]3)=[O:23])[CH2:10]2)=[CH:5][CH:4]=1. The yield is 0.590. (2) The reactants are Cl[C:2]1[CH:3]=[CH:4][C:5]2[C:14]3[CH:13]=[C:12]4[CH2:15][CH2:16][CH2:17][C:18](=[O:19])[C:11]4=[CH:10][C:9]=3[O:8][CH2:7][C:6]=2[CH:20]=1.[CH:21]([B-](F)(F)F)=[CH2:22].[K+].COC1C=CC=C(OC)C=1C1C=CC=CC=1P(C1CCCCC1)C1CCCCC1.C([O-])([O-])=O.[K+].[K+]. The catalyst is CC([O-])=O.CC([O-])=O.[Pd+2].C(O)CC. The product is [CH:21]([C:2]1[CH:3]=[CH:4][C:5]2[C:14]3[CH:13]=[C:12]4[CH2:15][CH2:16][CH2:17][C:18](=[O:19])[C:11]4=[CH:10][C:9]=3[O:8][CH2:7][C:6]=2[CH:20]=1)=[CH2:22]. The yield is 0.870. (3) The reactants are [CH3:1][C:2]([CH3:28])([CH3:27])[CH2:3][NH:4][C:5]([C:7]1[CH:12]=[CH:11][C:10]([C:13]2[C:18]([CH3:19])=[CH:17][CH:16]=[C:15]([C:20](O)=[O:21])[CH:14]=2)=[C:9]([C:23]([O:25][CH3:26])=[O:24])[CH:8]=1)=[O:6].C(Cl)CCl.C1C=C[C:36]2N(O)N=[N:39][C:37]=2[CH:38]=1.CCN(CC)CC.C1(N)CC1. The catalyst is C(Cl)Cl. The product is [CH:37]1([NH:39][C:20]([C:15]2[CH:16]=[CH:17][C:18]([CH3:19])=[C:13]([C:10]3[C:9]([C:23]([O:25][CH3:26])=[O:24])=[CH:8][C:7]([C:5]([NH:4][CH2:3][C:2]([CH3:27])([CH3:1])[CH3:28])=[O:6])=[CH:12][CH:11]=3)[CH:14]=2)=[O:21])[CH2:38][CH2:36]1. The yield is 0.480. (4) The reactants are [C:1]([OH:5])(=[O:4])[CH:2]=[O:3].[N+:6]([C:9]1[CH:19]=[CH:18][C:12]([CH2:13][NH:14][CH2:15][CH2:16]O)=[CH:11][CH:10]=1)([O-:8])=[O:7].O. The catalyst is O1CCCC1. The product is [OH:4][CH:1]1[O:5][CH2:16][CH2:15][N:14]([CH2:13][C:12]2[CH:18]=[CH:19][C:9]([N+:6]([O-:8])=[O:7])=[CH:10][CH:11]=2)[C:2]1=[O:3]. The yield is 0.917. (5) The reactants are [NH2:1][C:2]1[CH:9]=[CH:8][C:7]([Cl:10])=[CH:6][C:3]=1[C:4]#N.[CH:11]1([Mg]Br)[CH2:13][CH2:12]1.Cl.C(=O)([O-])[OH:18].[Na+]. The yield is 0.830. The product is [NH2:1][C:2]1[CH:9]=[CH:8][C:7]([Cl:10])=[CH:6][C:3]=1[C:4]([CH:11]1[CH2:13][CH2:12]1)=[O:18]. The catalyst is C1COCC1.C(OCC)(=O)C. (6) The reactants are [Cl:1][C:2]1[CH:25]=[CH:24][C:5]([CH2:6][C:7]2[N:8]=[C:9]([C:18]3[CH:23]=[CH:22][N:21]=[CH:20][CH:19]=3)[S:10][C:11]=2[C:12](N(OC)C)=[O:13])=[CH:4][CH:3]=1.[Li]C.[CH3:28]COCC. The catalyst is C1COCC1. The product is [Cl:1][C:2]1[CH:25]=[CH:24][C:5]([CH2:6][C:7]2[N:8]=[C:9]([C:18]3[CH:19]=[CH:20][N:21]=[CH:22][CH:23]=3)[S:10][C:11]=2[C:12](=[O:13])[CH3:28])=[CH:4][CH:3]=1. The yield is 0.810.